Predict the product of the given reaction. From a dataset of Forward reaction prediction with 1.9M reactions from USPTO patents (1976-2016). (1) Given the reactants C([Li])CCC.C(NC(C)C)(C)C.[Cl:13][C:14]1[CH:19]=[C:18]([C:20]([F:23])([F:22])[F:21])[CH:17]=[C:16]([Cl:24])[N:15]=1.[CH3:25][O:26][C:27]1[C:34]([O:35][CH3:36])=[C:33]([O:37][CH3:38])[CH:32]=[C:31]([CH3:39])[C:28]=1[CH:29]=[O:30], predict the reaction product. The product is: [CH3:25][O:26][C:27]1[C:34]([O:35][CH3:36])=[C:33]([O:37][CH3:38])[CH:32]=[C:31]([CH3:39])[C:28]=1[CH:29]([C:19]1[C:14]([Cl:13])=[N:15][C:16]([Cl:24])=[CH:17][C:18]=1[C:20]([F:21])([F:22])[F:23])[OH:30]. (2) Given the reactants C(O[C:4](=[O:20])[C:5](=[CH:11][NH:12][C:13]1[CH:18]=[CH:17][C:16]([I:19])=[CH:15][CH:14]=1)[C:6]([O:8][CH2:9][CH3:10])=[O:7])C.C(O)C, predict the reaction product. The product is: [CH2:9]([O:8][C:6]([C:5]1[C:4](=[O:20])[C:14]2[C:13](=[CH:18][CH:17]=[C:16]([I:19])[CH:15]=2)[NH:12][CH:11]=1)=[O:7])[CH3:10]. (3) The product is: [C:2]([O:6][C:7](=[O:17])[C@@H:8]([NH:16][C:27](=[O:28])[CH2:26][Cl:25])[CH2:9][C:10]1[CH:15]=[CH:14][CH:13]=[CH:12][CH:11]=1)([CH3:5])([CH3:3])[CH3:4]. Given the reactants Cl.[C:2]([O:6][C:7](=[O:17])[C@@H:8]([NH2:16])[CH2:9][C:10]1[CH:15]=[CH:14][CH:13]=[CH:12][CH:11]=1)([CH3:5])([CH3:4])[CH3:3].C(N(CC)CC)C.[Cl:25][CH2:26][C:27](Cl)=[O:28], predict the reaction product. (4) Given the reactants ClCCl.[C:4]([O:8][CH2:9][CH3:10])(=[O:7])[CH:5]=[O:6].[O:11]1[CH:15]=[CH:14][CH2:13][CH2:12]1.[CH:16]([OH:19])([CH3:18])[CH3:17].C(=O)([O-])[O-].[K+].[K+].N(CCO)CCO.O, predict the reaction product. The product is: [OH:6][CH:5]([CH:14]1[CH2:13][CH2:12][O:11][CH:15]1[O:19][CH:16]([CH3:18])[CH3:17])[C:4]([O:8][CH2:9][CH3:10])=[O:7]. (5) Given the reactants [Cl-].O[NH3+:3].[C:4](=[O:7])([O-])[OH:5].[Na+].CS(C)=O.[CH2:13]([C:17]1[N:18]=[C:19]([CH3:47])[N:20]([C:40]2[CH:45]=[CH:44][CH:43]=[C:42]([CH3:46])[CH:41]=2)[C:21](=[O:39])[C:22]=1[CH2:23][C:24]1[CH:29]=[CH:28][C:27]([C:30]2[C:31]([C:36]#[N:37])=[CH:32][CH:33]=[CH:34][CH:35]=2)=[CH:26][C:25]=1[F:38])[CH2:14][CH2:15][CH3:16], predict the reaction product. The product is: [CH2:13]([C:17]1[N:18]=[C:19]([CH3:47])[N:20]([C:40]2[CH:45]=[CH:44][CH:43]=[C:42]([CH3:46])[CH:41]=2)[C:21](=[O:39])[C:22]=1[CH2:23][C:24]1[CH:29]=[CH:28][C:27]([C:30]2[CH:35]=[CH:34][CH:33]=[CH:32][C:31]=2[C:36]2[NH:3][C:4](=[O:7])[O:5][N:37]=2)=[CH:26][C:25]=1[F:38])[CH2:14][CH2:15][CH3:16]. (6) Given the reactants [CH3:1][C:2]([O:5][C:6]([N:8]1[CH2:13][CH2:12][CH2:11][CH2:10][C@H:9]1[C:14]([OH:16])=O)=[O:7])([CH3:4])[CH3:3].CN(C(ON1N=NC2C=CC=NC1=2)=[N+](C)C)C.F[P-](F)(F)(F)(F)F.CN1CCOCC1.[N:48]1([C:57](=[O:66])/[CH:58]=[CH:59]/[C@@H:60]([NH2:65])[CH2:61][CH:62]([CH3:64])[CH3:63])[C:56]2[C:51](=[CH:52][CH:53]=[CH:54][CH:55]=2)[CH2:50][CH2:49]1, predict the reaction product. The product is: [N:48]1([C:57](=[O:66])/[CH:58]=[CH:59]/[C@@H:60]([NH:65][C:14]([C@@H:9]2[CH2:10][CH2:11][CH2:12][CH2:13][N:8]2[C:6]([O:5][C:2]([CH3:1])([CH3:3])[CH3:4])=[O:7])=[O:16])[CH2:61][CH:62]([CH3:64])[CH3:63])[C:56]2[C:51](=[CH:52][CH:53]=[CH:54][CH:55]=2)[CH2:50][CH2:49]1.